From a dataset of Reaction yield outcomes from USPTO patents with 853,638 reactions. Predict the reaction yield, written as a fraction of the theoretical maximum amount of product (1.0 means a 100% yield; for example, 0.34 means a 34% yield). (1) The reactants are [O:1]=[C:2]1[N:7](C(OCC[Si](C)(C)C)=O)[CH2:6][CH2:5][N:4]2[C:17]([C:20]3[CH:25]=[N:24][CH:23]=[CH:22][N:21]=3)=[N:18][N:19]=[C:3]12.C(O)(C(F)(F)F)=O. The catalyst is C(Cl)Cl. The product is [N:21]1[CH:22]=[CH:23][N:24]=[CH:25][C:20]=1[C:17]1[N:4]2[CH2:5][CH2:6][NH:7][C:2](=[O:1])[C:3]2=[N:19][N:18]=1. The yield is 0.950. (2) The reactants are [NH2:1][C:2]1[C:3]([N+:11]([O-:13])=[O:12])=[CH:4][C:5]([O:9][CH3:10])=[C:6]([OH:8])[CH:7]=1.C([O-])([O-])=O.[Cs+].[Cs+].[CH2:20](Br)[C:21]1[CH:26]=[CH:25][CH:24]=[CH:23][CH:22]=1. The catalyst is CN(C=O)C. The product is [CH2:20]([O:8][C:6]1[C:5]([O:9][CH3:10])=[CH:4][C:3]([N+:11]([O-:13])=[O:12])=[C:2]([CH:7]=1)[NH2:1])[C:21]1[CH:26]=[CH:25][CH:24]=[CH:23][CH:22]=1. The yield is 0.850. (3) The reactants are [Cl:1][C:2](Cl)([O:4]C(=O)OC(Cl)(Cl)Cl)Cl.N1C=CC=CC=1.[C:19]1([CH2:25][CH2:26][CH2:27][OH:28])[CH:24]=[CH:23][CH:22]=[CH:21][CH:20]=1. The catalyst is C1(C)C=CC=CC=1. The product is [C:19]1([CH2:25][CH2:26][CH2:27][O:28][C:2]([Cl:1])=[O:4])[CH:24]=[CH:23][CH:22]=[CH:21][CH:20]=1. The yield is 0.850. (4) The product is [Cl:23][CH2:22][CH2:21][CH2:20][O:12][C:9]1[CH:8]=[CH:7][C:6]([C:4]([CH:1]2[CH2:2][CH2:3]2)=[O:5])=[CH:11][CH:10]=1. The reactants are [CH:1]1([C:4]([C:6]2[CH:11]=[CH:10][C:9]([OH:12])=[CH:8][CH:7]=2)=[O:5])[CH2:3][CH2:2]1.C([O-])([O-])=O.[K+].[K+].Br[CH2:20][CH2:21][CH2:22][Cl:23]. The catalyst is CC(=O)CC. The yield is 0.900. (5) The reactants are [Cl-].O[NH3+:3].[C:4](=[O:7])([O-])[OH:5].[Na+].CS(C)=O.[CH2:13]([C:17]1[N:21]([CH2:22][C:23]2[CH:28]=[CH:27][C:26]([C:29]3[C:30]([C:35]#[N:36])=[CH:31][CH:32]=[CH:33][CH:34]=3)=[CH:25][CH:24]=2)[C:20](=[O:37])[N:19]([CH2:38][C:39](=[O:44])[C:40]([CH3:43])([CH3:42])[CH3:41])[N:18]=1)[CH2:14][CH2:15][CH3:16]. The catalyst is C(OCC)(=O)C. The product is [CH2:13]([C:17]1[N:21]([CH2:22][C:23]2[CH:28]=[CH:27][C:26]([C:29]3[CH:34]=[CH:33][CH:32]=[CH:31][C:30]=3[C:35]3[NH:3][C:4](=[O:7])[O:5][N:36]=3)=[CH:25][CH:24]=2)[C:20](=[O:37])[N:19]([CH2:38][C:39](=[O:44])[C:40]([CH3:43])([CH3:42])[CH3:41])[N:18]=1)[CH2:14][CH2:15][CH3:16]. The yield is 0.630. (6) The reactants are [CH:1]([C:4]1[CH:9]=[CH:8][C:7]([C:10]2[C:11]3[C:21]([CH3:22])=[CH:20][C:19]4[CH2:18][CH2:17][CH2:16][C:15]=4[C:12]=3[O:13][CH:14]=2)=[CH:6][CH:5]=1)([CH3:3])[CH3:2]. The catalyst is CO. The product is [CH:1]([C:4]1[CH:5]=[CH:6][C:7]([CH:10]2[CH2:14][O:13][C:12]3[C:15]4[CH2:16][CH2:17][CH2:18][C:19]=4[CH:20]=[C:21]([CH3:22])[C:11]2=3)=[CH:8][CH:9]=1)([CH3:3])[CH3:2]. The yield is 0.590.